This data is from Orexin1 receptor HTS with 218,158 compounds and 233 confirmed actives. The task is: Binary Classification. Given a drug SMILES string, predict its activity (active/inactive) in a high-throughput screening assay against a specified biological target. (1) The drug is O(C(=O)C=1C(NC(=O)N(C1C)CCCC(O)=O)c1ccc(cc1)C#N)Cc1ccccc1. The result is 0 (inactive). (2) The molecule is Clc1ccc(S(=O)(=O)NCc2onc(c2)c2ccc(Cl)cc2)cc1. The result is 0 (inactive). (3) The drug is S(=O)(=O)(N1CCC(CC1)C(OCC(=O)NCc1ccc(F)cc1)=O)c1sccc1. The result is 0 (inactive). (4) The drug is S1c2c(N(c3c1cccc3)C(=O)CSc1n(c3ccc(cc3)C)c(nn1)c1ccncc1)cccc2. The result is 0 (inactive).